Regression. Given a peptide amino acid sequence and an MHC pseudo amino acid sequence, predict their binding affinity value. This is MHC class I binding data. From a dataset of Peptide-MHC class I binding affinity with 185,985 pairs from IEDB/IMGT. (1) The peptide sequence is RIKTRLFTI. The MHC is HLA-A02:06 with pseudo-sequence HLA-A02:06. The binding affinity (normalized) is 0.349. (2) The binding affinity (normalized) is 0.543. The MHC is HLA-B40:13 with pseudo-sequence HLA-B40:13. The peptide sequence is YQVKYVSPV. (3) The peptide sequence is LMTLDDLAIK. The MHC is HLA-A33:01 with pseudo-sequence HLA-A33:01. The binding affinity (normalized) is 0.0806. (4) The peptide sequence is RPRLCTREEF. The MHC is HLA-B07:02 with pseudo-sequence HLA-B07:02. The binding affinity (normalized) is 0.892. (5) The peptide sequence is NRDVSFQDL. The MHC is HLA-B07:02 with pseudo-sequence HLA-B07:02. The binding affinity (normalized) is 0.0847. (6) The peptide sequence is RRRPVTRPL. The MHC is HLA-B51:01 with pseudo-sequence HLA-B51:01. The binding affinity (normalized) is 0.0847. (7) The MHC is HLA-A02:03 with pseudo-sequence HLA-A02:03. The peptide sequence is TLELNMETL. The binding affinity (normalized) is 0.0847. (8) The peptide sequence is ESMASLKSLY. The MHC is HLA-A31:01 with pseudo-sequence HLA-A31:01. The binding affinity (normalized) is 0.254. (9) The peptide sequence is TFMYVFSTF. The binding affinity (normalized) is 0.0847. The MHC is HLA-B27:05 with pseudo-sequence HLA-B27:05. (10) The peptide sequence is YPFYVSPTEM. The MHC is HLA-B54:01 with pseudo-sequence HLA-B54:01. The binding affinity (normalized) is 0.593.